From a dataset of Forward reaction prediction with 1.9M reactions from USPTO patents (1976-2016). Predict the product of the given reaction. (1) Given the reactants Cl[C:2]1[N:7]=[C:6]([NH:8][C:9]2[C:14]([N:15]3[CH2:20][CH2:19][O:18][CH2:17][CH2:16]3)=[CH:13][C:12]([F:21])=[CH:11][C:10]=2[F:22])[C:5]([Cl:23])=[CH:4][N:3]=1.[CH3:24][O:25][CH2:26][CH2:27][N:28]1[CH2:34][CH2:33][C:32]2[CH:35]=[C:36]([NH2:39])[CH:37]=[CH:38][C:31]=2[CH2:30][CH2:29]1, predict the reaction product. The product is: [Cl:23][C:5]1[C:6]([NH:8][C:9]2[C:14]([N:15]3[CH2:20][CH2:19][O:18][CH2:17][CH2:16]3)=[CH:13][C:12]([F:21])=[CH:11][C:10]=2[F:22])=[N:7][C:2]([NH:39][C:36]2[CH:37]=[CH:38][C:31]3[CH2:30][CH2:29][N:28]([CH2:27][CH2:26][O:25][CH3:24])[CH2:34][CH2:33][C:32]=3[CH:35]=2)=[N:3][CH:4]=1. (2) Given the reactants C[O:2][C:3]([C:5]1[C:6]([C:14]2[CH:19]=[CH:18][CH:17]=[CH:16][C:15]=2[N+:20]([O-:22])=[O:21])=[CH:7][CH:8]=[C:9]([C:11](=[S:13])[NH2:12])[CH:10]=1)=[O:4].Br[CH2:24][C:25]([C:27]1[S:28][CH:29]=[CH:30][CH:31]=1)=O, predict the reaction product. The product is: [N+:20]([C:15]1[CH:16]=[CH:17][CH:18]=[CH:19][C:14]=1[C:6]1[C:5]([C:3]([OH:2])=[O:4])=[CH:10][C:9]([C:11]2[S:13][CH:24]=[C:25]([C:27]3[S:28][CH:29]=[CH:30][CH:31]=3)[N:12]=2)=[CH:8][CH:7]=1)([O-:22])=[O:21]. (3) Given the reactants [NH2:1][C@H:2]1CCCC[C@@H:3]1[NH:8][C:9]1[N:18]=[CH:17][C:16]2[C:11](=[CH:12][CH:13]=[C:14]([C:19]3[CH:20]=[C:21]([CH:28]=[CH:29][C:30]=3[CH3:31])[C:22]([NH:24][CH:25]3[CH2:27][CH2:26]3)=[O:23])[CH:15]=2)[N:10]=1.C(N(C(C)C)C(C)C)C.[CH3:41][O:42][C:43](Cl)=[O:44].C(=O)(O)[O-].[Na+], predict the reaction product. The product is: [CH:25]1([NH:24][C:22]([C:21]2[CH:28]=[CH:29][C:30]([CH3:31])=[C:19]([C:14]3[CH:15]=[C:16]4[C:11](=[CH:12][CH:13]=3)[N:10]=[C:9]([NH:8][CH2:3][CH2:2][NH:1][C:43](=[O:44])[O:42][CH3:41])[N:18]=[CH:17]4)[CH:20]=2)=[O:23])[CH2:26][CH2:27]1.